Dataset: Forward reaction prediction with 1.9M reactions from USPTO patents (1976-2016). Task: Predict the product of the given reaction. (1) Given the reactants CN(C)C=O.[NH2:6][C:7]1[CH:12]=[CH:11][CH:10]=[C:9]([Cl:13])[N:8]=1.[I:14]N1C(=O)CCC1=O, predict the reaction product. The product is: [Cl:13][C:9]1[N:8]=[C:7]([NH2:6])[CH:12]=[CH:11][C:10]=1[I:14]. (2) Given the reactants [N+:1]([C:4]1[CH:17]=[CH:16][C:15]2[C:14]3[C:9](=[CH:10][C:11]([N+:18]([O-])=O)=[CH:12][CH:13]=3)[C:8](=[O:21])[C:7](=[O:22])[C:6]=2[CH:5]=1)([O-])=O, predict the reaction product. The product is: [NH2:1][C:4]1[CH:17]=[CH:16][C:15]2[C:14]3[C:9](=[CH:10][C:11]([NH2:18])=[CH:12][CH:13]=3)[C:8](=[O:21])[C:7](=[O:22])[C:6]=2[CH:5]=1. (3) The product is: [C:13]([O:29][C:28](=[O:31])[N:25]([CH2:22][C:13]1[CH:14]=[C:15]([C:16]2[CH:21]=[CH:20][CH:19]=[CH:18][CH:17]=2)[N:11]([S:8]([C:4]2[CH:5]=[N:6][CH:7]=[C:2]([Br:1])[CH:3]=2)(=[O:10])=[O:9])[CH:12]=1)[CH3:24])([CH3:22])([CH3:14])[CH3:12]. Given the reactants [Br:1][C:2]1[CH:3]=[C:4]([S:8]([N:11]2[C:15]([C:16]3[CH:21]=[CH:20][CH:19]=[CH:18][CH:17]=3)=[CH:14][C:13]([CH:22]=O)=[CH:12]2)(=[O:10])=[O:9])[CH:5]=[N:6][CH:7]=1.[CH3:24][NH2:25].[BH4-].[Na+].[C:28](=[O:31])([O-])[OH:29].[Na+], predict the reaction product. (4) Given the reactants Cl[C:2]1[C:11]2=[N:12][N:13](CC3C=CC(OC)=CC=3)[CH:14]=[C:10]2[C:9]2[CH:8]=[C:7]([O:24][CH3:25])[CH:6]=[CH:5][C:4]=2[N:3]=1.[N:26]1[CH:31]=[CH:30][C:29]([NH2:32])=[N:28][C:27]=1[NH2:33].Cl, predict the reaction product. The product is: [CH3:25][O:24][C:7]1[CH:6]=[CH:5][C:4]2[N:3]=[C:2]([NH:33][C:27]3[N:28]=[C:29]([NH2:32])[CH:30]=[CH:31][N:26]=3)[C:11]3=[N:12][NH:13][CH:14]=[C:10]3[C:9]=2[CH:8]=1. (5) Given the reactants BrC1SC2C(I)=C(C(O)=O)N(CCCC3C=CC=CC=3)C=2C=1.C([O:25][C:26]([C:28]1[NH:32][C:31]2[CH:33]=[C:34]([Br:36])[S:35][C:30]=2[C:29]=1[I:37])=[O:27])C.Br[CH2:39][C:40]1[CH:45]=[C:44]([C:46]([F:49])([F:48])[F:47])[CH:43]=[C:42]([C:50]([F:53])([F:52])[F:51])[CH:41]=1, predict the reaction product. The product is: [F:47][C:46]([F:48])([F:49])[C:44]1[CH:45]=[C:40]([CH:41]=[C:42]([C:50]([F:53])([F:51])[F:52])[CH:43]=1)[CH2:39][N:32]1[C:28]([C:26]([OH:25])=[O:27])=[C:29]([I:37])[C:30]2[S:35][C:34]([Br:36])=[CH:33][C:31]1=2.